This data is from Full USPTO retrosynthesis dataset with 1.9M reactions from patents (1976-2016). The task is: Predict the reactants needed to synthesize the given product. (1) Given the product [CH3:31][C:16]1[CH:15]=[C:14]([CH3:13])[N:19]=[C:18]([NH:20][S:21]([C:24]2[CH:25]=[CH:26][C:27]([NH:30][C:10](=[O:12])[CH2:9][C:4]3[CH:5]=[CH:6][CH:7]=[CH:8][C:3]=3[O:2][CH3:1])=[CH:28][CH:29]=2)(=[O:23])=[O:22])[N:17]=1, predict the reactants needed to synthesize it. The reactants are: [CH3:1][O:2][C:3]1[CH:8]=[CH:7][CH:6]=[CH:5][C:4]=1[CH2:9][C:10]([OH:12])=O.[CH3:13][C:14]1[CH:15]=[C:16]([CH3:31])[N:17]=[C:18]([NH:20][S:21]([C:24]2[CH:25]=[CH:26][C:27]([NH2:30])=[CH:28][CH:29]=2)(=[O:23])=[O:22])[N:19]=1.C(N(CC)CC)C.C(N=C=NC(C)C)(C)C. (2) Given the product [C:1]([O:14][C:11](=[O:12])[C:29]([C:39]([S:25][CH2:26][CH2:27][OH:28])=[O:40])([CH3:35])[CH3:30])([CH3:2])([CH3:6])[CH3:7], predict the reactants needed to synthesize it. The reactants are: [C:1]1([CH3:7])[CH:6]=CC=C[CH:2]=1.CN([CH:11]=[O:12])C.C(N1C=CN=C1)(N1C=CN=C1)=[O:14].[SH:25][CH2:26][CH2:27][OH:28].[C:29]1([CH3:35])C=CC=C[CH:30]=1.CN([CH:39]=[O:40])C. (3) The reactants are: [CH3:1][C:2]([CH3:7])=[CH:3][C:4](O)=[O:5].[NH2:8][C:9]1[CH:10]=[C:11]([CH:16]=[CH:17][CH:18]=1)[C:12]([O:14][CH3:15])=[O:13].CCN=C=NCCCN(C)C.C(OCC)(=O)C.CCCCCC. Given the product [CH3:1][C:2]([CH3:7])=[CH:3][C:4]([NH:8][C:9]1[CH:10]=[C:11]([CH:16]=[CH:17][CH:18]=1)[C:12]([O:14][CH3:15])=[O:13])=[O:5], predict the reactants needed to synthesize it. (4) Given the product [C:1]([C:3]1[C:12]2[C:7](=[C:8]([F:26])[C:9]([O:13][CH3:14])=[CH:10][CH:11]=2)[CH:6]=[CH:5][C:4]=1[C:15]1[CH:24]=[CH:23][C:18]([C:19]([O:21][CH3:22])=[O:20])=[CH:17][CH:16]=1)#[N:2], predict the reactants needed to synthesize it. The reactants are: [C:1]([C:3]1[C:12]2[C:7](=[CH:8][C:9]([O:13][CH3:14])=[CH:10][CH:11]=2)[CH:6]=[CH:5][C:4]=1[C:15]1[CH:24]=[CH:23][C:18]([C:19]([O:21][CH3:22])=[O:20])=[CH:17][CH:16]=1)#[N:2].[B-](F)(F)(F)[F:26].[B-](F)(F)(F)F.C1[N+]2(CCl)CC[N+](F)(CC2)C1. (5) The reactants are: [C:1]([O:5][C:6](=[O:19])[NH:7][C:8]1[CH:13]=[C:12]([N:14]([CH3:16])[CH3:15])[C:11]([F:17])=[CH:10][C:9]=1[NH2:18])([CH3:4])([CH3:3])[CH3:2].C([O:24][C:25](=O)[CH2:26][C:27]([C:29]1[CH:34]=[CH:33][CH:32]=[C:31]([N:35]2[C:39]([CH2:40][N:41]([CH3:43])[CH3:42])=[CH:38][N:37]=[N:36]2)[CH:30]=1)=[O:28])(C)(C)C. Given the product [C:1]([O:5][C:6](=[O:19])[NH:7][C:8]1[CH:13]=[C:12]([N:14]([CH3:16])[CH3:15])[C:11]([F:17])=[CH:10][C:9]=1[NH:18][C:25](=[O:24])[CH2:26][C:27]([C:29]1[CH:34]=[CH:33][CH:32]=[C:31]([N:35]2[C:39]([CH2:40][N:41]([CH3:43])[CH3:42])=[CH:38][N:37]=[N:36]2)[CH:30]=1)=[O:28])([CH3:4])([CH3:2])[CH3:3], predict the reactants needed to synthesize it. (6) Given the product [Cl:1][C:2]1[CH:28]=[CH:27][C:5]2[O:6][C:7]3[CH:25]=[CH:24][CH:23]=[C:22]([F:29])[C:8]=3[C@@H:9]3[C@H:14]([NH:15][C:16](=[O:21])[C:17]([F:19])([F:18])[F:20])[CH2:13][CH2:12][CH2:11][N:10]3[C:4]=2[CH:3]=1, predict the reactants needed to synthesize it. The reactants are: [Cl:1][C:2]1[CH:28]=[CH:27][C:5]2[O:6][C:7]3[C:25](F)=[CH:24][CH:23]=[CH:22][C:8]=3[C@@H:9]3[C@H:14]([NH:15][C:16](=[O:21])[C:17]([F:20])([F:19])[F:18])[CH2:13][CH2:12][CH2:11][N:10]3[C:4]=2[CH:3]=1.[F:29]C1C=CC=C(F)C=1C=O. (7) Given the product [CH3:31][O:32][CH2:33][CH2:34][NH:35][C:26]([C:25]1[CH:24]=[CH:23][C:22]([C:19]2[N:20]=[CH:21][C:16]([O:15][CH2:14][CH:11]3[CH2:12][CH2:13][N:8]([C:6]([O:5][C:1]([CH3:2])([CH3:4])[CH3:3])=[O:7])[CH2:9][CH2:10]3)=[CH:17][CH:18]=2)=[CH:30][CH:29]=1)=[O:28], predict the reactants needed to synthesize it. The reactants are: [C:1]([O:5][C:6]([N:8]1[CH2:13][CH2:12][CH:11]([CH2:14][O:15][C:16]2[CH:17]=[CH:18][C:19]([C:22]3[CH:30]=[CH:29][C:25]([C:26]([OH:28])=O)=[CH:24][CH:23]=3)=[N:20][CH:21]=2)[CH2:10][CH2:9]1)=[O:7])([CH3:4])([CH3:3])[CH3:2].[CH3:31][O:32][CH2:33][CH2:34][NH2:35].C1C=CC2N(O)N=NC=2C=1.C(Cl)CCl.C(N(CC)CC)C. (8) Given the product [C:19]([O:18][C:16](=[O:17])[NH:15][CH2:14][CH2:13][NH:12][CH2:7][C:6]1[CH:1]=[CH:2][C:3]2[O:11][CH2:10][O:9][C:4]=2[CH:5]=1)([CH3:20])([CH3:23])[CH3:24], predict the reactants needed to synthesize it. The reactants are: [CH:1]1[C:6]([CH:7]=O)=[CH:5][C:4]2[O:9][CH2:10][O:11][C:3]=2[CH:2]=1.[NH2:12][CH2:13][CH2:14][NH:15][C:16](=[O:18])[O-:17].[CH2:19]1[CH2:23]OC[CH2:20]1.[C:24](O[BH-](OC(=O)C)OC(=O)C)(=O)C.[Na+]. (9) Given the product [CH2:15]([N:1]1[CH:5]=[CH:4][N:3]=[C:2]1[CH:6]=[O:7])[C:16]1[CH:21]=[CH:20][CH:19]=[CH:18][CH:17]=1, predict the reactants needed to synthesize it. The reactants are: [NH:1]1[CH:5]=[CH:4][N:3]=[C:2]1[CH:6]=[O:7].C(=O)([O-])[O-].[K+].[K+].Br[CH2:15][C:16]1[CH:21]=[CH:20][CH:19]=[CH:18][CH:17]=1. (10) Given the product [Cl:13][C:14]1[CH:15]=[C:16]([S:21]([NH:7][C:6](=[NH:8])[C:5]2[CH:9]=[CH:10][C:11]([F:12])=[C:3]([Cl:2])[CH:4]=2)(=[O:22])=[O:23])[CH:17]=[CH:18][C:19]=1[F:20], predict the reactants needed to synthesize it. The reactants are: Cl.[Cl:2][C:3]1[CH:4]=[C:5]([CH:9]=[CH:10][C:11]=1[F:12])[C:6]([NH2:8])=[NH:7].[Cl:13][C:14]1[CH:15]=[C:16]([S:21](Cl)(=[O:23])=[O:22])[CH:17]=[CH:18][C:19]=1[F:20].